Dataset: Catalyst prediction with 721,799 reactions and 888 catalyst types from USPTO. Task: Predict which catalyst facilitates the given reaction. (1) Reactant: [CH3:1][N:2]1[C:6]2=[N:7][CH:8]=[CH:9][CH:10]=[C:5]2[CH:4]=[CH:3]1.C1COCC1.C([Li])CCC.C(O[B:25]1[O:29][C:28]([CH3:31])([CH3:30])[C:27]([CH3:33])([CH3:32])[O:26]1)(C)C. Product: [CH3:1][N:2]1[C:6]2=[N:7][CH:8]=[CH:9][CH:10]=[C:5]2[CH:4]=[C:3]1[B:25]1[O:29][C:28]([CH3:31])([CH3:30])[C:27]([CH3:33])([CH3:32])[O:26]1. The catalyst class is: 2. (2) The catalyst class is: 16. Product: [Cl:1][C:2]1[CH:3]=[C:4]2[C:9](=[CH:10][C:11]=1[C:12]([N:68]1[CH2:69][CH2:70][CH:65]([C:64]([F:72])([F:71])[F:63])[CH2:66][CH2:67]1)=[O:14])[N:8]=[CH:7][N:6]=[C:5]2[NH:15][CH:16]([C:18]1[NH:22][C:21]2[CH:23]=[CH:24][C:25]([Cl:27])=[CH:26][C:20]=2[N:19]=1)[CH3:17]. Reactant: [Cl:1][C:2]1[CH:3]=[C:4]2[C:9](=[CH:10][C:11]=1[C:12]([OH:14])=O)[N:8]=[CH:7][N:6]=[C:5]2[NH:15][CH:16]([C:18]1[NH:22][C:21]2[CH:23]=[CH:24][C:25]([Cl:27])=[CH:26][C:20]=2[N:19]=1)[CH3:17].FC1C(OC(N(C)C)=[N+](C)C)=C(F)C(F)=C(F)C=1F.F[P-](F)(F)(F)(F)F.C(N(C(C)C)CC)(C)C.[F:63][C:64]([F:72])([F:71])[CH:65]1[CH2:70][CH2:69][NH:68][CH2:67][CH2:66]1. (3) Reactant: [Cl:1][C:2]1[CH:7]=[CH:6][C:5]([C:8]2(O)[C:13]3[N:14]=[C:15]([C:17]4[C:18]([CH3:26])=[N:19][N:20]5[CH:25]=[CH:24][CH:23]=[CH:22][C:21]=45)[S:16][C:12]=3[CH2:11][CH2:10][CH2:9]2)=[CH:4][CH:3]=1.C([SiH](CC)CC)C.FC(F)(F)C(O)=O. Product: [Cl:1][C:2]1[CH:7]=[CH:6][C:5]([CH:8]2[C:13]3[N:14]=[C:15]([C:17]4[C:18]([CH3:26])=[N:19][N:20]5[CH:25]=[CH:24][CH:23]=[CH:22][C:21]=45)[S:16][C:12]=3[CH2:11][CH2:10][CH2:9]2)=[CH:4][CH:3]=1. The catalyst class is: 26. (4) Reactant: [C:1]1([C:7]2[CH:16]=[C:15]([C:17](O)=[O:18])[C:14]3[C:9](=[CH:10][CH:11]=[CH:12][CH:13]=3)[N:8]=2)[CH:6]=[CH:5][CH:4]=[CH:3][CH:2]=1.[NH2:20][C:21]1[C:31]([CH3:32])=[CH:30][C:24]([C:25]([O:27][CH2:28][CH3:29])=[O:26])=[CH:23][C:22]=1[CH3:33].C(N(CC)C(C)C)(C)C.CCCP1(OP(CCC)(=O)OP(CCC)(=O)O1)=O. Product: [CH3:32][C:31]1[CH:30]=[C:24]([CH:23]=[C:22]([CH3:33])[C:21]=1[NH:20][C:17]([C:15]1[C:14]2[C:9](=[CH:10][CH:11]=[CH:12][CH:13]=2)[N:8]=[C:7]([C:1]2[CH:6]=[CH:5][CH:4]=[CH:3][CH:2]=2)[CH:16]=1)=[O:18])[C:25]([O:27][CH2:28][CH3:29])=[O:26]. The catalyst class is: 34.